The task is: Predict the product of the given reaction.. This data is from Forward reaction prediction with 1.9M reactions from USPTO patents (1976-2016). (1) Given the reactants [Cl-].[C:2]([C:4]1[C:16]([N+:17]([O-:19])=[O:18])=[CH:15][CH:14]=[CH:13][C:5]=1[O:6][CH2:7][C@H:8]1[CH2:12][CH2:11][CH2:10][NH2+:9]1)#[N:3].[C:20](Cl)(=[O:24])[CH:21]([CH3:23])[CH3:22], predict the reaction product. The product is: [C:20]([N:9]1[CH2:10][CH2:11][CH2:12][C@@H:8]1[CH2:7][O:6][C:5]1[CH:13]=[CH:14][CH:15]=[C:16]([N+:17]([O-:19])=[O:18])[C:4]=1[C:2]#[N:3])(=[O:24])[CH:21]([CH3:23])[CH3:22]. (2) The product is: [C:10]([O:14][C:15](=[O:37])[CH2:16][N:17]1[C:21]2[CH:22]=[CH:23][C:24]([N:26]([CH2:27][C:28]3[CH:29]=[CH:30][CH:31]=[CH:32][CH:33]=3)[C:7]([CH:1]3[CH2:6][CH2:5][CH2:4][CH2:3][CH2:2]3)=[O:8])=[CH:25][C:20]=2[N:19]=[C:18]1[CH2:34][CH2:35][CH3:36])([CH3:13])([CH3:12])[CH3:11]. Given the reactants [CH:1]1([C:7](Cl)=[O:8])[CH2:6][CH2:5][CH2:4][CH2:3][CH2:2]1.[C:10]([O:14][C:15](=[O:37])[CH2:16][N:17]1[C:21]2[CH:22]=[CH:23][C:24]([NH:26][CH2:27][C:28]3[CH:33]=[CH:32][CH:31]=[CH:30][CH:29]=3)=[CH:25][C:20]=2[N:19]=[C:18]1[CH2:34][CH2:35][CH3:36])([CH3:13])([CH3:12])[CH3:11].CCN(C(C)C)C(C)C, predict the reaction product. (3) Given the reactants [N:1]1([C:7](=[O:24])[CH2:8][CH:9]([CH2:13][S:14]([CH2:17][C:18]2[CH:23]=[CH:22][CH:21]=[CH:20][CH:19]=2)(=[O:16])=[O:15])[C:10]([OH:12])=O)[CH2:6][CH2:5][O:4][CH2:3][CH2:2]1.C(Cl)CCl.C1C=CC2N(O)N=[N:35]C=2C=1.N[C@@H:40]([CH2:52][CH3:53])[CH:41]([C:43]1[O:44][C:45]2[CH:51]=[CH:50][CH:49]=[CH:48][C:46]=2[N:47]=1)[OH:42].CN1CCOCC1.[O-]S([O-])(=S)=O.[Na+].[Na+], predict the reaction product. The product is: [O:44]1[C:45]2[CH:51]=[CH:50][CH:49]=[CH:48][C:46]=2[N:47]=[C:43]1[C:41]([CH:40]([C@@:9]([CH2:13][S:14]([CH2:17][C:18]1[CH:23]=[CH:22][CH:21]=[CH:20][CH:19]=1)(=[O:16])=[O:15])([CH2:8][C:7]([N:1]1[CH2:2][CH2:3][O:4][CH2:5][CH2:6]1)=[O:24])[C:10]([NH2:35])=[O:12])[CH2:52][CH3:53])=[O:42]. (4) Given the reactants [CH3:1][N:2]([CH3:38])[CH:3]1[CH2:8][CH2:7][N:6]([C:9]2[CH:10]=[CH:11][C:12]3[N:16]=[C:15]([C:17]([C:19]4[CH:24]=[CH:23][C:22]([O:25]C)=[C:21]([C:27]5[C:36]6[C:31](=[CH:32][CH:33]=[CH:34][CH:35]=6)[CH:30]=[N:29][CH:28]=5)[CH:20]=4)=[O:18])[NH:14][C:13]=3[CH:37]=2)[CH2:5][CH2:4]1.B(Br)(Br)Br, predict the reaction product. The product is: [CH3:1][N:2]([CH3:38])[CH:3]1[CH2:4][CH2:5][N:6]([C:9]2[CH:10]=[CH:11][C:12]3[N:16]=[C:15]([C:17]([C:19]4[CH:24]=[CH:23][C:22]([OH:25])=[C:21]([C:27]5[C:36]6[C:31](=[CH:32][CH:33]=[CH:34][CH:35]=6)[CH:30]=[N:29][CH:28]=5)[CH:20]=4)=[O:18])[NH:14][C:13]=3[CH:37]=2)[CH2:7][CH2:8]1. (5) Given the reactants [OH-:1].[Na+].Cl[CH2:4][C:5]1[C:14]2[C:9](=[C:10]([CH3:16])[C:11]([OH:15])=[CH:12][CH:13]=2)[O:8][C:7](=[O:17])[CH:6]=1.Cl, predict the reaction product. The product is: [OH:15][C:11]1[CH:12]=[CH:13][C:14]2[C:5]([CH2:6][C:7]([OH:17])=[O:1])=[CH:4][O:8][C:9]=2[C:10]=1[CH3:16]. (6) Given the reactants [Si]([O:8][C@H:9]1[CH2:14][CH2:13][C@H:12]2[C@H:15]3[C@H:25]([CH2:26][CH2:27][C@:10]12[CH3:11])[C@:23]1([CH3:24])[C:18](=[CH:19][C:20](=[O:28])[CH2:21][CH2:22]1)[CH2:17][C@H:16]3[CH2:29][CH:30]=[CH2:31])(C(C)(C)C)(C)C.[BH4-].[Na+].[Cl-].[NH4+].[C:36](Cl)(=[O:41])[C:37]([CH3:40])([CH3:39])[CH3:38].Cl, predict the reaction product. The product is: [OH:8][C@H:9]1[CH2:14][CH2:13][C@H:12]2[C@H:15]3[C@H:25]([CH2:26][CH2:27][C@:10]12[CH3:11])[C@:23]1([CH3:24])[C:18](=[CH:19][C@@H:20]([O:28][C:36](=[O:41])[C:37]([CH3:40])([CH3:39])[CH3:38])[CH2:21][CH2:22]1)[CH2:17][C@H:16]3[CH2:29][CH:30]=[CH2:31]. (7) Given the reactants [F:1][C:2]1[CH:12]=[C:11]([C:13]2[N:18]=[C:17]3[N:19]([CH2:22][C:23]4[CH:24]=[C:25]5[C:30](=[CH:31][CH:32]=4)[N:29]=[CH:28][CH:27]=[CH:26]5)[N:20]=[N:21][C:16]3=[CH:15][CH:14]=2)[CH:10]=[CH:9][C:3]=1[C:4]([NH:6][O:7][CH3:8])=[O:5].CCOCC.[ClH:38], predict the reaction product. The product is: [ClH:38].[F:1][C:2]1[CH:12]=[C:11]([C:13]2[N:18]=[C:17]3[N:19]([CH2:22][C:23]4[CH:24]=[C:25]5[C:30](=[CH:31][CH:32]=4)[N:29]=[CH:28][CH:27]=[CH:26]5)[N:20]=[N:21][C:16]3=[CH:15][CH:14]=2)[CH:10]=[CH:9][C:3]=1[C:4]([NH:6][O:7][CH3:8])=[O:5]. (8) Given the reactants C[O:2][C:3]1[CH:8]=[CH:7][CH:6]=[CH:5][C:4]=1[N:9]1[C:13]([CH3:14])=[CH:12][C:11]([CH3:15])=[N:10]1.B(Br)(Br)Br.O.[OH-].[Na+], predict the reaction product. The product is: [CH3:15][C:11]1[CH:12]=[C:13]([CH3:14])[N:9]([C:4]2[CH:5]=[CH:6][CH:7]=[CH:8][C:3]=2[OH:2])[N:10]=1. (9) Given the reactants [OH:1][C:2]1[CH:3]=[C:4]([C:12]([O:14]C)=O)[CH:5]=[C:6]([CH:11]=1)[C:7]([O:9]C)=O.[CH2:16](Br)[C:17]1[CH:22]=[CH:21][CH:20]=[CH:19][CH:18]=1.C(=O)([O-])[O-].[K+].[K+].[H-].[Al+3].[Li+].[H-].[H-].[H-].O.O.O.O.O.O.O.O.O.O.S([O-])([O-])(=O)=O.[Na+].[Na+], predict the reaction product. The product is: [CH2:16]([O:1][C:2]1[CH:11]=[C:6]([CH2:7][OH:9])[CH:5]=[C:4]([CH2:12][OH:14])[CH:3]=1)[C:17]1[CH:22]=[CH:21][CH:20]=[CH:19][CH:18]=1.